From a dataset of Forward reaction prediction with 1.9M reactions from USPTO patents (1976-2016). Predict the product of the given reaction. The product is: [CH3:34][O:37][C:19]1[CH:20]=[CH:21][C:22]([C:8](=[CH2:9])[C:42]([NH:40][CH3:39])=[O:43])=[CH:23][CH:1]=1. Given the reactants [CH3:1]N.CCN([CH2:8][CH3:9])CC.CN(C(ON1N=N[C:20]2[CH:21]=[CH:22][CH:23]=N[C:19]1=2)=[N+](C)C)C.F[P-](F)(F)(F)(F)F.[C:34]([O-:37])(O)=O.[Na+].[CH3:39][N:40]([CH:42]=[O:43])C, predict the reaction product.